Regression. Given a peptide amino acid sequence and an MHC pseudo amino acid sequence, predict their binding affinity value. This is MHC class II binding data. From a dataset of Peptide-MHC class II binding affinity with 134,281 pairs from IEDB. (1) The peptide sequence is AEVELRQHGSEEWEP. The MHC is HLA-DQA10301-DQB10302 with pseudo-sequence HLA-DQA10301-DQB10302. The binding affinity (normalized) is 0.279. (2) The binding affinity (normalized) is 0.782. The peptide sequence is TLWQRPLVTIKIGGQLMEAL. The MHC is DRB1_1501 with pseudo-sequence DRB1_1501.